Dataset: CYP1A2 inhibition data for predicting drug metabolism from PubChem BioAssay. Task: Regression/Classification. Given a drug SMILES string, predict its absorption, distribution, metabolism, or excretion properties. Task type varies by dataset: regression for continuous measurements (e.g., permeability, clearance, half-life) or binary classification for categorical outcomes (e.g., BBB penetration, CYP inhibition). Dataset: cyp1a2_veith. (1) The compound is Cn1c(=O)cnc2cnc(Nc3ccccc3)nc21. The result is 1 (inhibitor). (2) The compound is O=c1c2cc(Br)ccc2nc(-c2cccc(C(F)(F)F)c2)n1O. The result is 1 (inhibitor). (3) The compound is Cc1nnc(-c2cnn(-c3ccccc3)c2N)n1Cc1ccc(F)cc1. The result is 0 (non-inhibitor). (4) The compound is N#Cc1ccccc1NC(=O)Nc1cccs1. The result is 1 (inhibitor). (5) The molecule is CCOC(=O)NC(=O)CSc1nc2ccc(OCC)cc2[nH]1. The result is 1 (inhibitor).